Dataset: Forward reaction prediction with 1.9M reactions from USPTO patents (1976-2016). Task: Predict the product of the given reaction. The product is: [OH:10][CH2:9][CH2:8][N:7]([C:1]1[CH:6]=[CH:5][CH:4]=[CH:3][CH:2]=1)[C:16](=[O:17])[O:15][C:12]([CH3:14])([CH3:13])[CH3:11]. Given the reactants [C:1]1([NH:7][CH2:8][CH2:9][OH:10])[CH:6]=[CH:5][CH:4]=[CH:3][CH:2]=1.[CH3:11][C:12]([O:15][C:16](O[C:16]([O:15][C:12]([CH3:14])([CH3:13])[CH3:11])=[O:17])=[O:17])([CH3:14])[CH3:13], predict the reaction product.